Dataset: Catalyst prediction with 721,799 reactions and 888 catalyst types from USPTO. Task: Predict which catalyst facilitates the given reaction. (1) Reactant: [Cl:1][C:2]1[CH:7]=[CH:6][C:5]([NH:8][C:9]2[C:14]3[N:15]([CH3:19])[C:16](=[O:18])[NH:17][C:13]=3[CH:12]=[CH:11][CH:10]=2)=[CH:4][CH:3]=1.[CH3:20][O:21][C:22]1[CH:29]=[CH:28][C:25]([CH2:26]Cl)=[CH:24][CH:23]=1.C(=O)([O-])[O-].[K+].[K+].CN(C)C=O. Product: [Cl:1][C:2]1[CH:3]=[CH:4][C:5]([NH:8][C:9]2[C:14]3[N:15]([CH3:19])[C:16](=[O:18])[N:17]([CH2:26][C:25]4[CH:28]=[CH:29][C:22]([O:21][CH3:20])=[CH:23][CH:24]=4)[C:13]=3[CH:12]=[CH:11][CH:10]=2)=[CH:6][CH:7]=1. The catalyst class is: 6. (2) Reactant: [CH:1]1([C:6]#[C:7][C:8]#[N:9])[CH2:5][CH2:4][CH2:3][CH2:2]1.[NH:10]1[CH:14]=[C:13]([C:15]2[C:16]3[CH:23]=[CH:22][N:21](COCC[Si](C)(C)C)[C:17]=3[N:18]=[CH:19][N:20]=2)[CH:12]=[N:11]1.C1CCN2C(=NCCC2)CC1. The catalyst class is: 10. Product: [C:1]1(=[C:6]([N:10]2[CH:14]=[C:13]([C:15]3[C:16]4[CH:23]=[CH:22][NH:21][C:17]=4[N:18]=[CH:19][N:20]=3)[CH:12]=[N:11]2)[CH2:7][C:8]#[N:9])[CH2:5][CH2:4][CH2:3][CH2:2]1.